This data is from NCI-60 drug combinations with 297,098 pairs across 59 cell lines. The task is: Regression. Given two drug SMILES strings and cell line genomic features, predict the synergy score measuring deviation from expected non-interaction effect. (1) Drug 1: CC(CN1CC(=O)NC(=O)C1)N2CC(=O)NC(=O)C2. Drug 2: C1=CC(=CC=C1CC(C(=O)O)N)N(CCCl)CCCl.Cl. Cell line: HOP-92. Synergy scores: CSS=29.5, Synergy_ZIP=-6.45, Synergy_Bliss=0.401, Synergy_Loewe=1.62, Synergy_HSA=2.69. (2) Drug 1: CC1CCC2CC(C(=CC=CC=CC(CC(C(=O)C(C(C(=CC(C(=O)CC(OC(=O)C3CCCCN3C(=O)C(=O)C1(O2)O)C(C)CC4CCC(C(C4)OC)O)C)C)O)OC)C)C)C)OC. Drug 2: C1=NC(=NC(=O)N1C2C(C(C(O2)CO)O)O)N. Cell line: SNB-19. Synergy scores: CSS=10.7, Synergy_ZIP=-5.20, Synergy_Bliss=-0.969, Synergy_Loewe=-4.90, Synergy_HSA=-3.61. (3) Drug 2: CN(C)C1=NC(=NC(=N1)N(C)C)N(C)C. Synergy scores: CSS=-8.94, Synergy_ZIP=9.28, Synergy_Bliss=7.34, Synergy_Loewe=-0.801, Synergy_HSA=-3.08. Cell line: RPMI-8226. Drug 1: CC1=C(C=C(C=C1)NC2=NC=CC(=N2)N(C)C3=CC4=NN(C(=C4C=C3)C)C)S(=O)(=O)N.Cl. (4) Drug 1: C1=NC2=C(N1)C(=S)N=C(N2)N. Drug 2: C1CN(P(=O)(OC1)NCCCl)CCCl. Cell line: SNB-19. Synergy scores: CSS=5.71, Synergy_ZIP=-1.75, Synergy_Bliss=-0.149, Synergy_Loewe=-3.86, Synergy_HSA=-1.15. (5) Synergy scores: CSS=-6.94, Synergy_ZIP=5.64, Synergy_Bliss=8.40, Synergy_Loewe=-9.23, Synergy_HSA=-4.55. Drug 1: C1=CC(=CC=C1C#N)C(C2=CC=C(C=C2)C#N)N3C=NC=N3. Drug 2: C1CNP(=O)(OC1)N(CCCl)CCCl. Cell line: HOP-62. (6) Drug 1: COC1=C(C=C2C(=C1)N=CN=C2NC3=CC(=C(C=C3)F)Cl)OCCCN4CCOCC4. Drug 2: C1=C(C(=O)NC(=O)N1)F. Cell line: A549. Synergy scores: CSS=58.2, Synergy_ZIP=-1.99, Synergy_Bliss=-2.17, Synergy_Loewe=3.88, Synergy_HSA=6.25. (7) Drug 1: CN(C)C1=NC(=NC(=N1)N(C)C)N(C)C. Drug 2: C(CCl)NC(=O)N(CCCl)N=O. Cell line: HL-60(TB). Synergy scores: CSS=-1.83, Synergy_ZIP=1.52, Synergy_Bliss=5.13, Synergy_Loewe=-3.49, Synergy_HSA=-0.147.